Dataset: Full USPTO retrosynthesis dataset with 1.9M reactions from patents (1976-2016). Task: Predict the reactants needed to synthesize the given product. (1) Given the product [O:4]1[CH2:8][CH2:7][O:6][CH:5]1[CH2:9][CH2:10][C:1]#[N:2], predict the reactants needed to synthesize it. The reactants are: [C-:1]#[N:2].[Na+].[O:4]1[CH2:8][CH2:7][O:6][CH:5]1[CH2:9][CH2:10]Br. (2) The reactants are: [CH3:1][S:2]([C:5]1[CH:10]=[CH:9][C:8](F)=[CH:7][C:6]=1[F:12])(=[O:4])=[O:3].[CH3:13][O:14][C:15]([C:17]1[CH:27]=[C:26]([OH:28])[C:20]2[CH2:21][C:22]([CH3:25])([CH3:24])[O:23][C:19]=2[CH:18]=1)=[O:16].C([O-])([O-])=O.[Cs+].[Cs+]. Given the product [CH3:13][O:14][C:15]([C:17]1[CH:27]=[C:26]([O:28][C:8]2[CH:9]=[CH:10][C:5]([S:2]([CH3:1])(=[O:4])=[O:3])=[C:6]([F:12])[CH:7]=2)[C:20]2[CH2:21][C:22]([CH3:25])([CH3:24])[O:23][C:19]=2[CH:18]=1)=[O:16], predict the reactants needed to synthesize it. (3) Given the product [C:53]1([B:36]2[O:37][C:38]([CH3:43])([CH3:44])[C:39]([CH3:41])([CH3:42])[O:40]2)[CH2:60][CH2:59][CH2:58][CH2:57][CH2:56][CH2:55][CH:54]=1, predict the reactants needed to synthesize it. The reactants are: C1(P(C2C=CC=CC=2)C2C=CC=CC=2)C=CC=CC=1.C1([O-])C=CC=CC=1.[K+].[CH3:43][C:38]1([CH3:44])[C:39]([CH3:42])([CH3:41])[O:40][B:36]([B:36]2[O:40][C:39]([CH3:42])([CH3:41])[C:38]([CH3:44])([CH3:43])[O:37]2)[O:37]1.FC(S([C:53]1[CH2:60][CH2:59][CH2:58][CH2:57][CH2:56][CH2:55][CH:54]=1)(=O)=O)(F)F. (4) Given the product [CH2:1]([N:4]([CH2:12][CH:13]=[CH2:14])[C:5]1[N:6]=[CH:7][C:8]([CH:22]([OH:23])[C:21]([N:25]2[CH2:36][CH2:35][C:28]3([C:32](=[O:33])[NH:31][CH:30]([CH3:34])[CH2:29]3)[CH2:27][CH2:26]2)([CH3:20])[CH3:24])=[N:9][CH:10]=1)[CH:2]=[CH2:3], predict the reactants needed to synthesize it. The reactants are: [CH2:1]([N:4]([CH2:12][CH:13]=[CH2:14])[C:5]1[CH:10]=[N:9][C:8](Br)=[CH:7][N:6]=1)[CH:2]=[CH2:3].C([Li])CCC.[CH3:20][C:21]([N:25]1[CH2:36][CH2:35][C:28]2([C:32](=[O:33])[NH:31][CH:30]([CH3:34])[CH2:29]2)[CH2:27][CH2:26]1)([CH3:24])[CH:22]=[O:23]. (5) Given the product [CH3:26][C:23]1[N:22]2[C:27](=[O:28])[N:19]([C:16]3[CH:17]=[C:18]4[C:13]([CH:12]=[CH:11][N:10]4[CH2:9][C:8]([OH:7])=[O:34])=[CH:14][CH:15]=3)[CH2:20][C:21]2=[CH:25][CH:24]=1, predict the reactants needed to synthesize it. The reactants are: [H-].[Na+].C([O:7][C:8](=[O:34])[CH2:9][N:10]1[C:18]2[C:13](=[CH:14][CH:15]=[C:16]([NH:19][CH2:20][C:21]3[N:22]([C:27](OC(C)(C)C)=[O:28])[C:23]([CH3:26])=[CH:24][CH:25]=3)[CH:17]=2)[CH:12]=[CH:11]1)(C)(C)C.O.C(O)(=O)C. (6) Given the product [CH:2]([C:3]1[CH:11]=[CH:10][C:9]([CH3:12])=[CH:8][C:4]=1[C:5]([OH:7])=[O:6])=[O:1], predict the reactants needed to synthesize it. The reactants are: [OH:1][CH2:2][C:3]1[CH:11]=[CH:10][C:9]([CH3:12])=[CH:8][C:4]=1[C:5]([OH:7])=[O:6].